From a dataset of Reaction yield outcomes from USPTO patents with 853,638 reactions. Predict the reaction yield, written as a fraction of the theoretical maximum amount of product (1.0 means a 100% yield; for example, 0.34 means a 34% yield). (1) The reactants are C([O:4][C:5]1[CH:6]=[C:7]2[C:12](=[CH:13][CH:14]=1)[N:11]=[C:10]([C:15]1[CH:20]=[CH:19][CH:18]=[C:17]([NH:21][C:22](=[O:29])[C:23]3[CH:28]=[CH:27][CH:26]=[N:25][CH:24]=3)[CH:16]=1)[N:9]=[C:8]2[NH:30][C:31]1[CH:32]=[C:33]2[C:37](=[CH:38][CH:39]=1)[N:36]([C:40]([O-])=[O:41])[N:35]=[CH:34]2)(=O)C.[NH4+].[OH-:44]. The catalyst is CO. The product is [OH:4][C:5]1[CH:6]=[C:7]2[C:12](=[CH:13][CH:14]=1)[N:11]=[C:10]([C:15]1[CH:20]=[CH:19][CH:18]=[C:17]([NH:21][C:22](=[O:29])[C:23]3[CH:28]=[CH:27][CH:26]=[N:25][CH:24]=3)[CH:16]=1)[N:9]=[C:8]2[NH:30][C:31]1[CH:32]=[C:33]2[C:37](=[CH:38][CH:39]=1)[N:36]([C:40]([O:44][C:7]([CH3:12])([CH3:8])[CH3:6])=[O:41])[N:35]=[CH:34]2. The yield is 0.910. (2) The reactants are [Cl:1][C:2]1[CH:29]=[CH:28][C:5]([CH2:6][C:7]2[N:8]=[C:9]([C:22]3[CH:27]=[CH:26][N:25]=[CH:24][CH:23]=3)[S:10][C:11]=2[C:12]2[NH:16][N:15]=[C:14]([C:17]([O:19]CC)=[O:18])[CH:13]=2)=[CH:4][CH:3]=1.[Li+].[OH-].Cl. The catalyst is C1COCC1. The product is [Cl:1][C:2]1[CH:3]=[CH:4][C:5]([CH2:6][C:7]2[N:8]=[C:9]([C:22]3[CH:27]=[CH:26][N:25]=[CH:24][CH:23]=3)[S:10][C:11]=2[C:12]2[NH:16][N:15]=[C:14]([C:17]([OH:19])=[O:18])[CH:13]=2)=[CH:28][CH:29]=1. The yield is 0.0700. (3) The reactants are Cl[CH2:2][C:3]([C:5]1([C:9]2[CH:14]=[CH:13][CH:12]=[CH:11][C:10]=2[O:15][CH3:16])[CH2:8][CH2:7][CH2:6]1)=[O:4].[F-].[K+].[F:19][C:20]([F:36])([F:35])[C:21]1[CH:34]=[CH:33][C:24]([O:25][CH2:26][CH:27]2[CH2:32][CH2:31][CH2:30][NH:29][CH2:28]2)=[CH:23][CH:22]=1. The catalyst is C(#N)C.C1COCC1. The product is [CH3:16][O:15][C:10]1[CH:11]=[CH:12][CH:13]=[CH:14][C:9]=1[C:5]1([C:3](=[O:4])[CH2:2][N:29]2[CH2:30][CH2:31][CH2:32][CH:27]([CH2:26][O:25][C:24]3[CH:33]=[CH:34][C:21]([C:20]([F:19])([F:35])[F:36])=[CH:22][CH:23]=3)[CH2:28]2)[CH2:8][CH2:7][CH2:6]1. The yield is 0.300. (4) The reactants are [N+:1]([C:4]1[CH:5]=[C:6]([CH2:13][OH:14])[CH:7]=[CH:8][C:9]=1[N+:10]([O-:12])=[O:11])([O-:3])=[O:2].[Cr](Cl)([O-])(=O)=O.[NH+]1C=CC=CC=1.CCOCC. The catalyst is C(Cl)Cl. The product is [N+:1]([C:4]1[CH:5]=[C:6]([CH:7]=[CH:8][C:9]=1[N+:10]([O-:12])=[O:11])[CH:13]=[O:14])([O-:3])=[O:2]. The yield is 0.710.